Dataset: Forward reaction prediction with 1.9M reactions from USPTO patents (1976-2016). Task: Predict the product of the given reaction. Given the reactants CCN(C(C)C)C(C)C.[F:10][C:11]([F:28])([F:27])[O:12][C:13]1[CH:14]=[CH:15][CH:16]=[C:17]2[C:22]=1[O:21][C:20](=[O:23])[C:19]([C:24]([OH:26])=O)=[CH:18]2.CN(C(ON1N=NC2C=CC=NC1=2)=[N+](C)C)C.F[P-](F)(F)(F)(F)F.[CH3:53][O:54][C:55]1[CH:60]=[C:59]([O:61][CH3:62])[CH:58]=[CH:57][C:56]=1[C:63]1[CH:68]=[CH:67][CH:66]=[C:65]([NH2:69])[CH:64]=1, predict the reaction product. The product is: [CH3:53][O:54][C:55]1[CH:60]=[C:59]([O:61][CH3:62])[CH:58]=[CH:57][C:56]=1[C:63]1[CH:68]=[CH:67][CH:66]=[C:65]([NH:69][C:24]([C:19]2[C:20](=[O:23])[O:21][C:22]3[C:17]([CH:18]=2)=[CH:16][CH:15]=[CH:14][C:13]=3[O:12][C:11]([F:10])([F:28])[F:27])=[O:26])[CH:64]=1.